From a dataset of Reaction yield outcomes from USPTO patents with 853,638 reactions. Predict the reaction yield, written as a fraction of the theoretical maximum amount of product (1.0 means a 100% yield; for example, 0.34 means a 34% yield). (1) The reactants are [CH3:1][O:2][C:3](=[O:14])[C:4]1[C:5](=[CH:7][CH:8]=[C:9]([C:11](=[O:13])[CH3:12])[CH:10]=1)[OH:6].[C:15](=O)([O-])[O-].[Na+].[Na+].CI.Cl. The catalyst is O.CN(C)C=O. The product is [CH3:1][O:2][C:3](=[O:14])[C:4]1[CH:10]=[C:9]([C:11](=[O:13])[CH3:12])[CH:8]=[CH:7][C:5]=1[O:6][CH3:15]. The yield is 0.965. (2) The reactants are Cl.[O:2]=[C:3]1[NH:12][C:11]2[N:10]=[CH:9][C:8](/[CH:13]=[CH:14]/[C:15]([OH:17])=O)=[CH:7][C:6]=2[CH2:5][CH2:4]1.Cl.[NH:19]1[CH2:22][CH:21]([O:23][CH2:24][C:25]2[S:26][CH:27]=[CH:28][N:29]=2)[CH2:20]1.CCN(C(C)C)C(C)C.CCN=C=NCCCN(C)C. The catalyst is CN(C1C=CN=CC=1)C.CN(C=O)C. The product is [O:17]=[C:15]([N:19]1[CH2:22][CH:21]([O:23][CH2:24][C:25]2[S:26][CH:27]=[CH:28][N:29]=2)[CH2:20]1)/[CH:14]=[CH:13]/[C:8]1[CH:7]=[C:6]2[C:11](=[N:10][CH:9]=1)[NH:12][C:3](=[O:2])[CH2:4][CH2:5]2. The yield is 0.240.